From a dataset of Full USPTO retrosynthesis dataset with 1.9M reactions from patents (1976-2016). Predict the reactants needed to synthesize the given product. (1) Given the product [NH2:52][C:47]1[CH:46]=[CH:45][C:44](/[C:11](/[C:8]2[CH:9]=[CH:10][C:5]([C:1]([CH3:3])([CH3:2])[CH3:4])=[CH:6][CH:7]=2)=[CH:12]/[C@@H:13]2[N:17]([CH2:18][C:19]3[CH:24]=[CH:23][C:22]([O:25][CH3:26])=[CH:21][C:20]=3[O:27][CH3:28])[C:16](=[O:29])[CH2:15][CH2:14]2)=[N:49][C:48]=1[O:50][CH3:51], predict the reactants needed to synthesize it. The reactants are: [C:1]([C:5]1[CH:10]=[CH:9][C:8](/[C:11](/[Sn](CCCC)(CCCC)CCCC)=[CH:12]\[C@@H:13]2[N:17]([CH2:18][C:19]3[CH:24]=[CH:23][C:22]([O:25][CH3:26])=[CH:21][C:20]=3[O:27][CH3:28])[C:16](=[O:29])[CH2:15][CH2:14]2)=[CH:7][CH:6]=1)([CH3:4])([CH3:3])[CH3:2].I[C:44]1[N:49]=[C:48]([O:50][CH3:51])[C:47]([NH2:52])=[CH:46][CH:45]=1.[F-].[Cs+].O. (2) Given the product [Br:22][CH2:14][C:7]1[CH:6]=[CH:5][C:4]([O:3][CH2:1][CH3:2])=[CH:13][C:8]=1[C:9]([O:11][CH3:12])=[O:10], predict the reactants needed to synthesize it. The reactants are: [CH2:1]([O:3][C:4]1[CH:5]=[CH:6][C:7]([CH3:14])=[C:8]([CH:13]=1)[C:9]([O:11][CH3:12])=[O:10])[CH3:2].C1C(=O)N([Br:22])C(=O)C1. (3) Given the product [NH2:7][CH2:6][C:5]([CH2:14][CH2:15][CH2:16][CH3:17])([CH2:1][CH2:2][CH2:3][CH3:4])[C:8]1[CH:13]=[CH:12][CH:11]=[CH:10][CH:9]=1, predict the reactants needed to synthesize it. The reactants are: [CH2:1]([C:5]([CH2:14][CH2:15][CH2:16][CH3:17])([C:8]1[CH:13]=[CH:12][CH:11]=[CH:10][CH:9]=1)[C:6]#[N:7])[CH2:2][CH2:3][CH3:4]. (4) Given the product [F:16][C:17]([F:28])([F:27])[C:18]([NH:8][C:7]1[CH:9]=[CH:10][C:4]([CH:1]([CH3:3])[CH3:2])=[CH:5][C:6]=1[N+:11]([O-:14])=[O:12])=[O:19], predict the reactants needed to synthesize it. The reactants are: [CH:1]([C:4]1[CH:10]=[CH:9][C:7]([NH2:8])=[CH:6][CH:5]=1)([CH3:3])[CH3:2].[N+:11]([O-:14])([O-])=[O:12].[K+].[F:16][C:17]([F:28])([F:27])[C:18](O[C:18](=[O:19])[C:17]([F:28])([F:27])[F:16])=[O:19]. (5) Given the product [CH:31]1([N:26]2[CH2:25][C:24]3([CH2:23][CH2:22][N:21]([S:18]([C:15]4[CH:14]=[CH:13][C:12]([C:7]5[CH:6]=[C:5]6[C:10]([CH:11]=[C:2]([NH:1][C:45](=[O:47])[CH3:46])[CH:3]=[N:4]6)=[CH:9][CH:8]=5)=[CH:17][CH:16]=4)(=[O:20])=[O:19])[CH2:35][CH2:34]3)[O:29][CH2:28][C:27]2=[O:30])[CH2:32][CH2:33]1, predict the reactants needed to synthesize it. The reactants are: [NH2:1][C:2]1[CH:3]=[N:4][C:5]2[C:10]([CH:11]=1)=[CH:9][CH:8]=[C:7]([C:12]1[CH:17]=[CH:16][C:15]([S:18]([N:21]3[CH2:35][CH2:34][C:24]4([O:29][CH2:28][C:27](=[O:30])[N:26]([CH:31]5[CH2:33][CH2:32]5)[CH2:25]4)[CH2:23][CH2:22]3)(=[O:20])=[O:19])=[CH:14][CH:13]=1)[CH:6]=2.C(N(C(C)C)C(C)C)C.[C:45](Cl)(=[O:47])[CH3:46]. (6) Given the product [CH3:2][C:1]1[S:3][C:6]([CH:14]([CH3:16])[CH3:15])=[C:7]([C:8]([O:10][CH2:11][CH3:12])=[O:9])[N:4]=1, predict the reactants needed to synthesize it. The reactants are: [C:1]([NH2:4])(=[S:3])[CH3:2].Br[CH:6]([CH:14]([CH3:16])[CH3:15])[C:7](=O)[C:8]([O:10][CH2:11][CH3:12])=[O:9]. (7) Given the product [CH:1]1([NH:4][C:5]2[C:10]([C:11]([O:13][CH2:14][CH3:15])=[O:12])=[CH:9][N:8]=[C:7]([N:29]3[CH2:34][CH2:33][O:32][CH2:31][CH2:30]3)[N:6]=2)[CH2:3][CH2:2]1, predict the reactants needed to synthesize it. The reactants are: [CH:1]1([NH:4][C:5]2[C:10]([C:11]([O:13][CH2:14][CH3:15])=[O:12])=[CH:9][N:8]=[C:7](SC)[N:6]=2)[CH2:3][CH2:2]1.C1C=C(Cl)C=C(C(OO)=O)C=1.[NH:29]1[CH2:34][CH2:33][O:32][CH2:31][CH2:30]1. (8) Given the product [CH3:8][C:5]1[O:6][CH2:7][C:3]([CH2:2][OH:1])([CH2:9][CH2:10][C:11]2[CH:12]=[CH:13][C:14]([O:17][CH2:25][CH2:26][CH2:27][O:28][C:29]3[CH:34]=[CH:33][CH:32]=[CH:31][CH:30]=3)=[CH:15][CH:16]=2)[N:4]=1, predict the reactants needed to synthesize it. The reactants are: [OH:1][CH2:2][C:3]1([CH2:9][CH2:10][C:11]2[CH:16]=[CH:15][C:14]([OH:17])=[CH:13][CH:12]=2)[CH2:7][O:6][C:5]([CH3:8])=[N:4]1.C([O-])([O-])=O.[Cs+].[Cs+].Br[CH2:25][CH2:26][CH2:27][O:28][C:29]1[CH:34]=[CH:33][CH:32]=[CH:31][CH:30]=1.CCOC(C)=O. (9) Given the product [CH2:20]([C:16]1[CH:15]=[C:14]([CH:19]=[CH:18][N:17]=1)[C:13]([NH:12][C:10]1[S:11][C:7]2[C:6]([CH:23]3[CH2:24][CH2:25][O:26][CH2:27][CH2:28]3)=[CH:5][CH:4]=[C:3]([O:2][CH3:1])[C:8]=2[N:9]=1)=[O:22])[CH3:21], predict the reactants needed to synthesize it. The reactants are: [CH3:1][O:2][C:3]1[C:8]2[N:9]=[C:10]([NH:12][C:13](=[O:22])[C:14]3[CH:19]=[CH:18][N:17]=[C:16]([CH:20]=[CH2:21])[CH:15]=3)[S:11][C:7]=2[C:6]([CH:23]2[CH2:28][CH2:27][O:26][CH2:25][CH2:24]2)=[CH:5][CH:4]=1.